Predict the product of the given reaction. From a dataset of Forward reaction prediction with 1.9M reactions from USPTO patents (1976-2016). (1) Given the reactants [OH:1][CH2:2][C:3]1[CH:8]=[C:7]([CH3:9])[CH:6]=[C:5]([N:10]=[N:11][C:12]2[CH:17]=[CH:16][C:15]([O:18][CH3:19])=[CH:14][CH:13]=2)[C:4]=1[OH:20].CCCCC(C([O-])=O)CC.CCCCC(C([O-])=O)CC.[Sn+2].[C:42]([O:47][CH2:48][CH2:49][N:50]=[C:51]=[O:52])(=[O:46])[C:43]([CH3:45])=[CH2:44].COC1C=CC(O)=CC=1, predict the reaction product. The product is: [C:42]([O:47][CH2:48][CH2:49][NH:50][C:51]([O:1][CH2:2][C:3]1[CH:8]=[C:7]([CH3:9])[CH:6]=[C:5]([N:10]=[N:11][C:12]2[CH:17]=[CH:16][C:15]([O:18][CH3:19])=[CH:14][CH:13]=2)[C:4]=1[OH:20])=[O:52])(=[O:46])[C:43]([CH3:45])=[CH2:44]. (2) Given the reactants [F:1][C:2]1[CH:3]=[C:4]([CH:8]=[CH:9][CH:10]=1)[C:5](Cl)=[O:6].[CH3:11][NH:12][C:13]([CH3:16])([CH3:15])[CH3:14], predict the reaction product. The product is: [CH3:11][N:12]([C:13]([CH3:16])([CH3:15])[CH3:14])[C:5](=[O:6])[C:4]1[CH:8]=[CH:9][CH:10]=[C:2]([F:1])[CH:3]=1. (3) The product is: [CH:6]1([CH2:5][CH:4]([C:12]2[CH:17]=[CH:16][C:15]([S:18]([CH3:21])(=[O:20])=[O:19])=[C:14]([C:22]([F:25])([F:23])[F:24])[CH:13]=2)[C:3]([OH:26])=[O:2])[CH2:11][CH2:10][CH2:9][CH2:8][CH2:7]1. Given the reactants C[O:2][C:3](=[O:26])[CH:4]([C:12]1[CH:17]=[CH:16][C:15]([S:18]([CH3:21])(=[O:20])=[O:19])=[C:14]([C:22]([F:25])([F:24])[F:23])[CH:13]=1)[CH2:5][CH:6]1[CH2:11][CH2:10][CH2:9][CH2:8][CH2:7]1.[OH-].[Na+], predict the reaction product. (4) Given the reactants [O:1]=[C:2]([C:6]1[S:7][CH:8]=[CH:9][CH:10]=1)[C:3]([OH:5])=O.C(N(CC)CC)C.CN(C(ON1N=NC2C=CC=NC1=2)=[N+](C)C)C.F[P-](F)(F)(F)(F)F.[NH2:42][C:43]12[C:61](=[O:62])[C:60]3[C:55](=[CH:56][CH:57]=[CH:58][CH:59]=3)[C:44]1([OH:63])[O:45][C:46]1[CH:51]=[C:50]([CH:52]([CH3:54])[CH3:53])[CH:49]=[CH:48][C:47]=12, predict the reaction product. The product is: [OH:63][C:44]12[C:55]3[C:60](=[CH:59][CH:58]=[CH:57][CH:56]=3)[C:61](=[O:62])[C:43]1([NH:42][C:3](=[O:5])[C:2](=[O:1])[C:6]1[S:7][CH:8]=[CH:9][CH:10]=1)[C:47]1[CH:48]=[CH:49][C:50]([CH:52]([CH3:54])[CH3:53])=[CH:51][C:46]=1[O:45]2. (5) Given the reactants F[C:2]1[CH:3]=[C:4]2[C:8](=[CH:9][C:10]=1[F:11])[N:7]([S:12]([C:15]1[CH:20]=[CH:19][CH:18]=[CH:17][CH:16]=1)(=[O:14])=[O:13])[CH:6]=[C:5]2[C:21]1[CH:22]=[N:23][N:24](CC2CCNCC2)[CH:25]=1.CS(O[CH2:38][CH2:39][N:40]1[CH2:44][CH2:43][CH2:42][C:41]1=[O:45])(=O)=O.C([O-])([O-])=O.[Cs+].[Cs+], predict the reaction product. The product is: [F:11][C:10]1[CH:9]=[C:8]2[C:4]([C:5]([C:21]3[CH:22]=[N:23][N:24]([CH2:38][CH2:39][N:40]4[CH2:44][CH2:43][CH2:42][C:41]4=[O:45])[CH:25]=3)=[CH:6][N:7]2[S:12]([C:15]2[CH:20]=[CH:19][CH:18]=[CH:17][CH:16]=2)(=[O:14])=[O:13])=[CH:3][CH:2]=1. (6) Given the reactants [Cl:1][C:2]1[CH:7]=[CH:6][C:5]([C:8]2[O:12][C:11]([C:13]([OH:15])=O)=[CH:10][CH:9]=2)=[CH:4][CH:3]=1.[CH2:16]([O:18][C:19](=[O:29])[CH2:20][CH2:21][C:22]1[CH:27]=[CH:26][CH:25]=[C:24]([NH2:28])[CH:23]=1)[CH3:17], predict the reaction product. The product is: [CH2:16]([O:18][C:19](=[O:29])[CH2:20][CH2:21][C:22]1[CH:27]=[CH:26][CH:25]=[C:24]([NH:28][C:13]([C:11]2[O:12][C:8]([C:5]3[CH:4]=[CH:3][C:2]([Cl:1])=[CH:7][CH:6]=3)=[CH:9][CH:10]=2)=[O:15])[CH:23]=1)[CH3:17]. (7) Given the reactants [CH3:1][C:2]1([CH3:22])[C:15]2[C:10]3=[C:11]([C:16]4[CH:17]=[CH:18][CH:19]=[CH:20][C:21]=4[N:9]3[C:8]3[CH:7]=[CH:6][CH:5]=[CH:4][C:3]1=3)[CH:12]=[CH:13][CH:14]=2.C1C(=O)N([Br:30])C(=O)C1.O, predict the reaction product. The product is: [Br:30][C:18]1[CH:19]=[CH:20][C:21]2[N:9]3[C:8]4[CH:7]=[CH:6][CH:5]=[CH:4][C:3]=4[C:2]([CH3:22])([CH3:1])[C:15]4[C:10]3=[C:11]([CH:12]=[CH:13][CH:14]=4)[C:16]=2[CH:17]=1. (8) Given the reactants [Cl:1][C:2]1[CH:7]=[C:6](B2OC(C)(C)C(C)(C)O2)[CH:5]=[C:4]([F:17])[N:3]=1.ClC1C=C([C:25]2[N:29]3[CH:30]=[C:31]([NH:34][CH:35]4[CH2:40][CH2:39][CH2:38][CH:37]([OH:41])[CH2:36]4)[CH:32]=[CH:33][C:28]3=[N:27][CH:26]=2)C=CN=1.BrC1N2C=C(NC3CCCC(O)C3)C=CC2=NC=1, predict the reaction product. The product is: [Cl:1][C:2]1[CH:7]=[C:6]([C:25]2[N:29]3[CH:30]=[C:31]([NH:34][CH:35]4[CH2:40][CH2:39][CH2:38][CH:37]([OH:41])[CH2:36]4)[CH:32]=[CH:33][C:28]3=[N:27][CH:26]=2)[CH:5]=[C:4]([F:17])[N:3]=1. (9) Given the reactants [C:1]([O:5][C:6](=[O:31])[CH2:7][O:8][C@H:9]1[CH2:14][CH2:13][CH2:12][C@@H:11]([NH:15][C:16]2[C:17]3[CH:24]=[C:23]([C:25]4[CH:30]=[CH:29][CH:28]=[CH:27][CH:26]=4)[O:22][C:18]=3[N:19]=[CH:20][N:21]=2)[CH2:10]1)([CH3:4])([CH3:3])[CH3:2].C1C(=O)N([Br:39])C(=O)C1, predict the reaction product. The product is: [C:1]([O:5][C:6](=[O:31])[CH2:7][O:8][C@H:9]1[CH2:14][CH2:13][CH2:12][C@@H:11]([NH:15][C:16]2[C:17]3[C:24]([Br:39])=[C:23]([C:25]4[CH:26]=[CH:27][CH:28]=[CH:29][CH:30]=4)[O:22][C:18]=3[N:19]=[CH:20][N:21]=2)[CH2:10]1)([CH3:4])([CH3:2])[CH3:3].